This data is from Full USPTO retrosynthesis dataset with 1.9M reactions from patents (1976-2016). The task is: Predict the reactants needed to synthesize the given product. (1) Given the product [Br:1][C:2]1[CH:7]=[C:6]([N+:10]([O-:12])=[O:11])[CH:5]=[C:4]([CH3:8])[N:3]=1, predict the reactants needed to synthesize it. The reactants are: [Br:1][C:2]1[CH:7]=[CH:6][CH:5]=[C:4]([CH3:8])[N+:3]=1[O-].[N+:10]([O-])([OH:12])=[O:11].C(=O)(O)[O-].[Na+]. (2) The reactants are: [O:1]=[C:2]1[NH:7][N:6]=[CH:5][C:4]([C:8]([O:10][CH2:11][CH3:12])=[O:9])=[CH:3]1.C(=O)([O-])[O-].[K+].[K+].[CH2:19](Br)[C:20]1[CH:25]=[CH:24][CH:23]=[CH:22][CH:21]=1. Given the product [CH2:19]([N:7]1[C:2](=[O:1])[CH:3]=[C:4]([C:8]([O:10][CH2:11][CH3:12])=[O:9])[CH:5]=[N:6]1)[C:20]1[CH:25]=[CH:24][CH:23]=[CH:22][CH:21]=1, predict the reactants needed to synthesize it. (3) The reactants are: [CH:1]1(/[C:4](/[CH:11]=[CH:12]/[C:13]2([OH:28])[C:25]3([CH3:26])[CH:23]([CH2:24]3)[C:16]3(OC(C)C(C)[O:17]3)[CH:15]=[C:14]2[CH3:27])=[CH:5]/[C:6]([O:8][CH2:9][CH3:10])=[O:7])[CH2:3][CH2:2]1.O. Given the product [CH:1]1(/[C:4](/[CH:11]=[CH:12]/[C:13]2([OH:28])[C:14]([CH3:27])=[CH:15][C:16](=[O:17])[CH:23]3[C:25]2([CH3:26])[CH2:24]3)=[CH:5]/[C:6]([O:8][CH2:9][CH3:10])=[O:7])[CH2:3][CH2:2]1, predict the reactants needed to synthesize it. (4) Given the product [Cl:1][C:2]1[N:7]=[N:6][C:5]([NH:8][CH3:18])=[C:4]([C:9]2[CH:14]=[CH:13][C:12]([F:15])=[CH:11][C:10]=2[O:16][CH3:17])[CH:3]=1, predict the reactants needed to synthesize it. The reactants are: [Cl:1][C:2]1[N:7]=[N:6][C:5]([NH2:8])=[C:4]([C:9]2[CH:14]=[CH:13][C:12]([F:15])=[CH:11][C:10]=2[O:16][CH3:17])[CH:3]=1.[CH:18](OC)(OC)OC.Cl.[OH-].[Na+]. (5) Given the product [BrH:35].[CH:1]1([NH:7][C:8]2[CH:17]=[C:16]3[C:11]([C:12](=[O:33])[C:13](/[CH:23]=[CH:24]/[P:25](=[O:26])([OH:32])[OH:29])=[CH:14][N:15]3[CH:18]([CH2:19][CH3:20])[CH2:21][CH3:22])=[CH:10][C:9]=2[F:34])[CH2:6][CH2:5][CH2:4][CH2:3][CH2:2]1, predict the reactants needed to synthesize it. The reactants are: [CH:1]1([NH:7][C:8]2[CH:17]=[C:16]3[C:11]([C:12](=[O:33])[C:13](/[CH:23]=[CH:24]/[P:25](=[O:32])([O:29]CC)[O:26]CC)=[CH:14][N:15]3[CH:18]([CH2:21][CH3:22])[CH2:19][CH3:20])=[CH:10][C:9]=2[F:34])[CH2:6][CH2:5][CH2:4][CH2:3][CH2:2]1.[Br:35][Si](C)(C)C.C(O)C. (6) Given the product [NH2:7][CH2:8][C:9]1[S:10][C:11]([C:14]2[C:15]3[C:16]4[CH:29]=[CH:28][S:27][C:17]=4[C:18](=[O:26])[NH:19][C:20]=3[CH:21]=[CH:22][C:23]=2[OH:24])=[CH:12][CH:13]=1, predict the reactants needed to synthesize it. The reactants are: C(OC(=O)[NH:7][CH2:8][C:9]1[S:10][C:11]([C:14]2[C:15]3[C:16]4[CH:29]=[CH:28][S:27][C:17]=4[C:18](=[O:26])[NH:19][C:20]=3[CH:21]=[CH:22][C:23]=2[O:24]C)=[CH:12][CH:13]=1)(C)(C)C.BrB(Br)Br. (7) The reactants are: [C:1]([O:5][C:6]([NH:8][C@H:9]([C:16]([NH:18][C@H:19]([C:21]([OH:23])=[O:22])[CH3:20])=[O:17])[CH2:10][C:11]1[N:15]=[CH:14][NH:13][CH:12]=1)=[O:7])([CH3:4])([CH3:3])[CH3:2].Cl.CN(C)CCCN=C=NCC.O.ON1C2C=CC=CC=2N=N1.C(N(CC)C(C)C)(C)C.FC(F)(F)C(O)=O.N[C@H](C(O[CH2:69][CH2:70][O:71][C:72]1[CH:77]=[CH:76][C:75]([C:78]2[C:83]([C:84]#[N:85])=[C:82]([N:86]3[CH2:90][CH2:89][CH2:88][CH2:87]3)[N:81]=[C:80]([S:91][CH2:92][C:93]3[N:94]=[C:95]([C:98]4[CH:103]=[CH:102][C:101]([Cl:104])=[CH:100][CH:99]=4)[S:96][CH:97]=3)[C:79]=2[C:105]#[N:106])=[CH:74][CH:73]=1)=O)C. Given the product [C:1]([O:5][C:6]([NH:8][C@H:9]([C:16]([NH:18][C@H:19]([C:21]([O:23][CH2:69][CH2:70][O:71][C:72]1[CH:73]=[CH:74][C:75]([C:78]2[C:83]([C:84]#[N:85])=[C:82]([N:86]3[CH2:87][CH2:88][CH2:89][CH2:90]3)[N:81]=[C:80]([S:91][CH2:92][C:93]3[N:94]=[C:95]([C:98]4[CH:99]=[CH:100][C:101]([Cl:104])=[CH:102][CH:103]=4)[S:96][CH:97]=3)[C:79]=2[C:105]#[N:106])=[CH:76][CH:77]=1)=[O:22])[CH3:20])=[O:17])[CH2:10][C:11]1[N:15]=[CH:14][NH:13][CH:12]=1)=[O:7])([CH3:2])([CH3:3])[CH3:4], predict the reactants needed to synthesize it. (8) Given the product [NH2:1][C:4]1[C:5]([N:10]2[CH2:15][CH2:14][NH:13][CH2:12][CH:11]2[C:16]([O:18][C:19]([CH3:22])([CH3:21])[CH3:20])=[O:17])=[N:6][CH:7]=[CH:8][CH:9]=1, predict the reactants needed to synthesize it. The reactants are: [N+:1]([C:4]1[C:5]([N:10]2[CH2:15][CH2:14][NH:13][CH2:12][CH:11]2[C:16]([O:18][C:19]([CH3:22])([CH3:21])[CH3:20])=[O:17])=[N:6][CH:7]=[CH:8][CH:9]=1)([O-])=O.C1CCCCC=1.